This data is from Forward reaction prediction with 1.9M reactions from USPTO patents (1976-2016). The task is: Predict the product of the given reaction. (1) Given the reactants C(OC([NH:8][NH:9][C:10]([C:12]1([NH:15][C:16]([C:18]2([NH:21][C:22]([C:24]3[N:28]4[C@@:29]([CH2:42][C:43]5[CH:48]=[CH:47][C:46]([C:49]#[N:50])=[CH:45][CH:44]=5)([CH3:41])[C:30](=[O:40])[N:31]([C:32]5[CH:37]=[C:36]([Cl:38])[CH:35]=[C:34]([Cl:39])[CH:33]=5)[C:27]4=[N:26][CH:25]=3)=[O:23])[CH2:20][CH2:19]2)=[O:17])[CH2:14][CH2:13]1)=[O:11])=O)(C)(C)C, predict the reaction product. The product is: [ClH:38].[NH:9]([C:10]([C:12]1([NH:15][C:16]([C:18]2([NH:21][C:22]([C:24]3[N:28]4[C@@:29]([CH2:42][C:43]5[CH:44]=[CH:45][C:46]([C:49]#[N:50])=[CH:47][CH:48]=5)([CH3:41])[C:30](=[O:40])[N:31]([C:32]5[CH:37]=[C:36]([Cl:38])[CH:35]=[C:34]([Cl:39])[CH:33]=5)[C:27]4=[N:26][CH:25]=3)=[O:23])[CH2:20][CH2:19]2)=[O:17])[CH2:14][CH2:13]1)=[O:11])[NH2:8]. (2) Given the reactants C([Li])CCC.Br[C:7]1[CH:12]=[CH:11][CH:10]=[CH:9][C:8]=1[O:13][CH3:14].C([O:17][C:18]1[CH2:23][CH2:22][CH2:21][C:20](=O)[CH:19]=1)C.Cl, predict the reaction product. The product is: [CH3:14][O:13][C:8]1[CH:9]=[CH:10][C:11]([C:20]2[CH2:21][CH2:22][CH2:23][C:18](=[O:17])[CH:19]=2)=[CH:12][CH:7]=1. (3) Given the reactants [CH3:1][C:2]1[O:6][N:5]=[C:4]([C:7]2[CH:12]=[CH:11][CH:10]=[CH:9][N:8]=2)[C:3]=1[CH2:13][OH:14].[CH3:15][O:16][C:17]([C:19]1[CH:24]=[CH:23][C:22](O)=[CH:21][N:20]=1)=[O:18].C1(P(C2C=CC=CC=2)C2C=CC=CC=2)C=CC=CC=1.N(C(OCC)=O)=NC(OCC)=O, predict the reaction product. The product is: [CH3:15][O:16][C:17]([C:19]1[CH:24]=[CH:23][C:22]([O:14][CH2:13][C:3]2[C:4]([C:7]3[CH:12]=[CH:11][CH:10]=[CH:9][N:8]=3)=[N:5][O:6][C:2]=2[CH3:1])=[CH:21][N:20]=1)=[O:18]. (4) Given the reactants [Cl:1][C:2]1[CH:7]=[C:6](Cl)[N:5]2[N:9]=[C:10]([C:12]3[CH:17]=[CH:16][CH:15]=[CH:14][CH:13]=3)[CH:11]=[C:4]2[N:3]=1.Cl.[OH:19][CH:20]1[CH2:23][NH:22][CH2:21]1.C(=O)([O-])[O-].[K+].[K+], predict the reaction product. The product is: [Cl:1][C:2]1[CH:7]=[C:6]([N:22]2[CH2:23][CH:20]([OH:19])[CH2:21]2)[N:5]2[N:9]=[C:10]([C:12]3[CH:17]=[CH:16][CH:15]=[CH:14][CH:13]=3)[CH:11]=[C:4]2[N:3]=1. (5) Given the reactants [Cl:1][C:2]1[CH:3]=[CH:4][C:5]2[N:6]([C:8]([CH3:14])=[C:9]([C:11](O)=[O:12])[N:10]=2)[N:7]=1.CN1CCOCC1.[BH4-].[Na+], predict the reaction product. The product is: [Cl:1][C:2]1[CH:3]=[CH:4][C:5]2[N:6]([C:8]([CH3:14])=[C:9]([CH2:11][OH:12])[N:10]=2)[N:7]=1. (6) Given the reactants Br[C:2]1[CH:8]=[CH:7][C:5]([NH2:6])=[CH:4][C:3]=1[F:9].[CH3:10][N:11]1[C:15]([C:16]#[N:17])=[CH:14][CH:13]=[C:12]1B(O)O.[F-].[K+], predict the reaction product. The product is: [NH2:6][C:5]1[CH:7]=[CH:8][C:2]([C:12]2[N:11]([CH3:10])[C:15]([C:16]#[N:17])=[CH:14][CH:13]=2)=[C:3]([F:9])[CH:4]=1. (7) Given the reactants Cl.[C:2]([C:4]1([NH:7][C:8]([C@@H:10]2[CH2:14][C@@H:13]([S:15]([C:18]3[CH:23]=[CH:22][CH:21]=[CH:20][C:19]=3[Cl:24])(=[O:17])=[O:16])[CH2:12][NH:11]2)=[O:9])[CH2:6][CH2:5]1)#[N:3].Cl[C:26]([O:28][CH:29]([CH3:31])[CH3:30])=[O:27], predict the reaction product. The product is: [CH:29]([O:28][C:26]([N:11]1[CH2:12][C@H:13]([S:15]([C:18]2[CH:23]=[CH:22][CH:21]=[CH:20][C:19]=2[Cl:24])(=[O:17])=[O:16])[CH2:14][C@H:10]1[C:8](=[O:9])[NH:7][C:4]1([C:2]#[N:3])[CH2:6][CH2:5]1)=[O:27])([CH3:31])[CH3:30]. (8) Given the reactants [CH2:1]([O:8][C:9]1[CH:16]=[CH:15][C:12]([CH:13]=O)=[C:11]([F:17])[CH:10]=1)[C:2]1[CH:7]=[CH:6][CH:5]=[CH:4][CH:3]=1.[F:18][C:19]1[CH:25]=[CH:24][C:22]([NH2:23])=[CH:21][CH:20]=1.C1(C)C=CC=CC=1, predict the reaction product. The product is: [CH2:1]([O:8][C:9]1[CH:16]=[CH:15][C:12]([CH:13]=[N:23][C:22]2[CH:24]=[CH:25][C:19]([F:18])=[CH:20][CH:21]=2)=[C:11]([F:17])[CH:10]=1)[C:2]1[CH:7]=[CH:6][CH:5]=[CH:4][CH:3]=1. (9) Given the reactants [NH2:1][CH:2]([CH2:6][C:7]1[CH:12]=[CH:11][CH:10]=[CH:9][N:8]=1)[C:3]([OH:5])=[O:4].Cl[C:14]([O:16][CH3:17])=[O:15], predict the reaction product. The product is: [CH3:17][O:16][C:14]([NH:1][C@H:2]([C:3]([OH:5])=[O:4])[CH2:6][C:7]1[CH:12]=[CH:11][CH:10]=[CH:9][N:8]=1)=[O:15]. (10) Given the reactants [CH3:1][NH:2][C:3]1[CH:8]=[CH:7][CH:6]=[CH:5][CH:4]=1.[C:9]([O:13][CH2:14][CH:15]([CH2:21][O:22][C:23](=[O:26])[CH:24]=[CH2:25])[O:16][C:17](=[O:20])[CH:18]=[CH2:19])(=[O:12])[CH:10]=[CH2:11], predict the reaction product. The product is: [CH3:1][N:2]([CH2:11][CH2:10][C:9]([O:13][CH2:14][CH:15]([O:16][C:17](=[O:20])[CH2:18][CH2:19][N:2]([CH3:1])[C:3]1[CH:8]=[CH:7][CH:6]=[CH:5][CH:4]=1)[CH2:21][O:22][C:23](=[O:26])[CH2:24][CH2:25][N:2]([CH3:1])[C:3]1[CH:8]=[CH:7][CH:6]=[CH:5][CH:4]=1)=[O:12])[C:3]1[CH:8]=[CH:7][CH:6]=[CH:5][CH:4]=1.